Predict the product of the given reaction. From a dataset of Forward reaction prediction with 1.9M reactions from USPTO patents (1976-2016). (1) Given the reactants Br[C:2]1[CH:14]=[C:13]([C:15]([NH2:17])=[O:16])[C:12]2[C:11]3[C:6](=[CH:7][CH:8]=[C:9]([C:18]([N:20]4[CH2:25][CH2:24][O:23][CH2:22][CH2:21]4)=[O:19])[CH:10]=3)[N:5]([CH2:26][C:27]3[CH:32]=[CH:31][C:30]([F:33])=[CH:29][CH:28]=3)[C:4]=2[CH:3]=1.[CH3:34][C:35]1([CH3:51])[C:39]([CH3:41])([CH3:40])[O:38][B:37]([B:37]2[O:38][C:39]([CH3:41])([CH3:40])[C:35]([CH3:51])([CH3:34])[O:36]2)[O:36]1.C([O-])(=O)C.[K+], predict the reaction product. The product is: [F:33][C:30]1[CH:31]=[CH:32][C:27]([CH2:26][N:5]2[C:4]3[CH:3]=[C:2]([B:37]4[O:38][C:39]([CH3:41])([CH3:40])[C:35]([CH3:51])([CH3:34])[O:36]4)[CH:14]=[C:13]([C:15]([NH2:17])=[O:16])[C:12]=3[C:11]3[C:6]2=[CH:7][CH:8]=[C:9]([C:18]([N:20]2[CH2:25][CH2:24][O:23][CH2:22][CH2:21]2)=[O:19])[CH:10]=3)=[CH:28][CH:29]=1. (2) Given the reactants [CH:1]#[C:2][CH2:3][CH2:4][CH2:5][CH2:6][CH2:7][CH3:8].[I:9]C1C=CC(OC)=CC=1.CN(C=O)C, predict the reaction product. The product is: [I:9]/[CH:1]=[CH:2]/[CH2:3][CH2:4][CH2:5][CH2:6][CH2:7][CH3:8]. (3) Given the reactants [NH2:1][NH:2][C:3]([C:5]1[C:14]2[C:9](=[CH:10][CH:11]=[CH:12][CH:13]=2)[CH:8]=[CH:7][N:6]=1)=[NH:4].[CH2:15]([O:22][C:23]1[CH:30]=[CH:29][C:26]([CH:27]=O)=[C:25]([OH:31])[CH:24]=1)[C:16]1[CH:21]=[CH:20][CH:19]=[CH:18][CH:17]=1, predict the reaction product. The product is: [CH2:15]([O:22][C:23]1[CH:30]=[CH:29][C:26]([C:27]2[NH:1][N:2]=[C:3]([C:5]3[C:14]4[C:9](=[CH:10][CH:11]=[CH:12][CH:13]=4)[CH:8]=[CH:7][N:6]=3)[N:4]=2)=[C:25]([OH:31])[CH:24]=1)[C:16]1[CH:17]=[CH:18][CH:19]=[CH:20][CH:21]=1. (4) Given the reactants [H-].[Na+].[N:3]1([CH2:8][C:9]#[N:10])[CH:7]=[CH:6][CH:5]=[N:4]1.Br[CH2:12][CH2:13]Br.[Cl-].[NH4+], predict the reaction product. The product is: [N:3]1([C:8]2([C:9]#[N:10])[CH2:13][CH2:12]2)[CH:7]=[CH:6][CH:5]=[N:4]1. (5) Given the reactants [NH:1]1[CH2:4][CH:3]([NH:5][C@H:6]2[CH2:10][CH2:9][N:8]([C:11]([C:13]3[S:14][CH:15]=[CH:16][N:17]=3)=[O:12])[CH2:7]2)[CH2:2]1.[I-].[Br:19][C:20]1[CH:21]=[C:22]2[C:27](=[CH:28][CH:29]=1)[CH2:26][N:25]([C:30](N1C=C[N+](C)=C1)=[O:31])[CH2:24][CH2:23]2.CCN(CC)CC.O, predict the reaction product. The product is: [Br:19][C:20]1[CH:21]=[C:22]2[C:27](=[CH:28][CH:29]=1)[CH2:26][N:25]([C:30]([N:1]1[CH2:2][CH:3]([NH:5][C@H:6]3[CH2:10][CH2:9][N:8]([C:11]([C:13]4[S:14][CH:15]=[CH:16][N:17]=4)=[O:12])[CH2:7]3)[CH2:4]1)=[O:31])[CH2:24][CH2:23]2. (6) Given the reactants [C:1]([C:5]1[CH:9]=[C:8]([NH2:10])[NH:7][N:6]=1)([CH3:4])([CH3:3])[CH3:2].Br[C:12]1[CH:13]=[CH:14][C:15]([F:19])=[C:16]([OH:18])[CH:17]=1.C(=O)([O-])[O-].[K+].[K+].CN[C@H]1CCCC[C@@H]1NC, predict the reaction product. The product is: [NH2:10][C:8]1[N:7]([C:12]2[CH:13]=[CH:14][C:15]([F:19])=[C:16]([OH:18])[CH:17]=2)[N:6]=[C:5]([C:1]([CH3:4])([CH3:3])[CH3:2])[CH:9]=1. (7) Given the reactants [CH2:1]([C:3]1[CH:4]=[C:5]([NH:9][C:10]2[CH:11]=[N:12][N:13]([CH3:18])[C:14]=2[C:15]([OH:17])=O)[CH:6]=[CH:7][CH:8]=1)[CH3:2].FC1C=C(NC2C=NN(C)C=2C(O)=O)C=CC=1.ClC1C2C(CC)=CC=CC=2N=C2C=NN(C)C=12.ClC1C2C=CC(CC)=CC=2N=C2C=NN(C)C=12, predict the reaction product. The product is: [CH2:1]([C:3]1[C:4]2[C:15](=[O:17])[C:14]3[N:13]([CH3:18])[N:12]=[CH:11][C:10]=3[NH:9][C:5]=2[CH:6]=[CH:7][CH:8]=1)[CH3:2].[CH2:1]([C:3]1[CH:8]=[CH:7][C:6]2[C:15](=[O:17])[C:14]3[N:13]([CH3:18])[N:12]=[CH:11][C:10]=3[NH:9][C:5]=2[CH:4]=1)[CH3:2]. (8) The product is: [CH:27]1([C:26]2[C:25]3[CH:24]=[CH:23][C:22]([C:33]([OH:35])=[O:34])=[CH:21][C:20]=3[N:14]3[C:13]=2[C:12]2[CH:11]=[CH:10][CH:9]=[C:8]4[N:7]=[C:4]([CH3:5])[N:17]([C:18]=24)[CH2:16][CH2:15]3)[CH2:28][CH2:29][CH2:30][CH2:31][CH2:32]1. Given the reactants S(C)C.[C:4]([NH:7][C:8]1[C:18]2[NH:17][C:16](=O)[CH2:15][N:14]3[C:20]4[CH:21]=[C:22]([C:33]([O:35]C)=[O:34])[CH:23]=[CH:24][C:25]=4[C:26]([CH:27]4[CH2:32][CH2:31][CH2:30][CH2:29][CH2:28]4)=[C:13]3[C:12]=2[CH:11]=[CH:10][CH:9]=1)(=O)[CH3:5], predict the reaction product. (9) Given the reactants I[C:2]1[CH:22]=[C:21]([CH3:23])[C:20]([CH3:24])=[CH:19][C:3]=1[O:4][C:5]1[C:14]2[C:9](=[CH:10][C:11]([O:17][CH3:18])=[C:12]([O:15][CH3:16])[CH:13]=2)[N:8]=[CH:7][CH:6]=1.[N:25]1[CH:30]=[CH:29][CH:28]=[C:27](B(O)O)[CH:26]=1.C(=O)([O-])[O-].[K+].[K+].O, predict the reaction product. The product is: [CH3:23][C:21]1[C:20]([CH3:24])=[CH:19][C:3]([O:4][C:5]2[C:14]3[C:9](=[CH:10][C:11]([O:17][CH3:18])=[C:12]([O:15][CH3:16])[CH:13]=3)[N:8]=[CH:7][CH:6]=2)=[C:2]([C:27]2[CH:26]=[N:25][CH:30]=[CH:29][CH:28]=2)[CH:22]=1. (10) Given the reactants [F:1][C:2]([F:15])([F:14])[O:3][C:4]1[CH:5]=[C:6]([CH:11]=[CH:12][CH:13]=1)[O:7][CH2:8][CH2:9][OH:10].[H-].[Na+].Br[C:19]1[N:27]([CH2:28][O:29][CH2:30][CH2:31][Si:32]([CH3:35])([CH3:34])[CH3:33])[C:26]2[C:25](=[O:36])[N:24]([CH2:37][CH2:38][CH2:39][O:40][CH:41]3[CH2:46][CH2:45][CH2:44][CH2:43][O:42]3)[C:23](=[O:47])[N:22]([CH3:48])[C:21]=2[N:20]=1, predict the reaction product. The product is: [CH3:48][N:22]1[C:21]2[N:20]=[C:19]([O:10][CH2:9][CH2:8][O:7][C:6]3[CH:11]=[CH:12][CH:13]=[C:4]([O:3][C:2]([F:14])([F:15])[F:1])[CH:5]=3)[N:27]([CH2:28][O:29][CH2:30][CH2:31][Si:32]([CH3:35])([CH3:33])[CH3:34])[C:26]=2[C:25](=[O:36])[N:24]([CH2:37][CH2:38][CH2:39][O:40][CH:41]2[CH2:46][CH2:45][CH2:44][CH2:43][O:42]2)[C:23]1=[O:47].